From a dataset of NCI-60 drug combinations with 297,098 pairs across 59 cell lines. Regression. Given two drug SMILES strings and cell line genomic features, predict the synergy score measuring deviation from expected non-interaction effect. (1) Drug 1: CC12CCC(CC1=CCC3C2CCC4(C3CC=C4C5=CN=CC=C5)C)O. Drug 2: CC1=CC=C(C=C1)C2=CC(=NN2C3=CC=C(C=C3)S(=O)(=O)N)C(F)(F)F. Cell line: EKVX. Synergy scores: CSS=4.79, Synergy_ZIP=-2.22, Synergy_Bliss=-2.17, Synergy_Loewe=-2.92, Synergy_HSA=-3.13. (2) Drug 1: CC(C)(C#N)C1=CC(=CC(=C1)CN2C=NC=N2)C(C)(C)C#N. Drug 2: CCCCCOC(=O)NC1=NC(=O)N(C=C1F)C2C(C(C(O2)C)O)O. Cell line: 786-0. Synergy scores: CSS=2.77, Synergy_ZIP=13.0, Synergy_Bliss=11.1, Synergy_Loewe=-85.6, Synergy_HSA=-10.2. (3) Drug 1: C1CCC(CC1)NC(=O)N(CCCl)N=O. Drug 2: COC1=C2C(=CC3=C1OC=C3)C=CC(=O)O2. Cell line: DU-145. Synergy scores: CSS=-1.17, Synergy_ZIP=-1.08, Synergy_Bliss=-3.97, Synergy_Loewe=-5.44, Synergy_HSA=-5.26. (4) Drug 1: CC1C(C(CC(O1)OC2CC(CC3=C2C(=C4C(=C3O)C(=O)C5=C(C4=O)C(=CC=C5)OC)O)(C(=O)CO)O)N)O.Cl. Drug 2: CC1C(C(CC(O1)OC2CC(CC3=C2C(=C4C(=C3O)C(=O)C5=C(C4=O)C(=CC=C5)OC)O)(C(=O)C)O)N)O.Cl. Cell line: MDA-MB-231. Synergy scores: CSS=33.8, Synergy_ZIP=1.42, Synergy_Bliss=4.07, Synergy_Loewe=-8.98, Synergy_HSA=4.38. (5) Drug 1: CN1CCC(CC1)COC2=C(C=C3C(=C2)N=CN=C3NC4=C(C=C(C=C4)Br)F)OC. Drug 2: C1CN1P(=S)(N2CC2)N3CC3. Cell line: NCI-H322M. Synergy scores: CSS=38.4, Synergy_ZIP=1.26, Synergy_Bliss=0.730, Synergy_Loewe=-31.3, Synergy_HSA=-3.24. (6) Drug 1: C1CN(P(=O)(OC1)NCCCl)CCCl. Drug 2: CC1CCCC2(C(O2)CC(NC(=O)CC(C(C(=O)C(C1O)C)(C)C)O)C(=CC3=CSC(=N3)C)C)C. Cell line: HCT116. Synergy scores: CSS=62.0, Synergy_ZIP=4.41, Synergy_Bliss=3.48, Synergy_Loewe=-28.8, Synergy_HSA=2.35. (7) Drug 1: C1CN1C2=NC(=NC(=N2)N3CC3)N4CC4. Drug 2: CCC1=CC2CC(C3=C(CN(C2)C1)C4=CC=CC=C4N3)(C5=C(C=C6C(=C5)C78CCN9C7C(C=CC9)(C(C(C8N6C)(C(=O)OC)O)OC(=O)C)CC)OC)C(=O)OC.C(C(C(=O)O)O)(C(=O)O)O. Cell line: SNB-19. Synergy scores: CSS=53.7, Synergy_ZIP=-2.46, Synergy_Bliss=-4.99, Synergy_Loewe=-6.63, Synergy_HSA=-0.640.